This data is from Catalyst prediction with 721,799 reactions and 888 catalyst types from USPTO. The task is: Predict which catalyst facilitates the given reaction. (1) Reactant: [Cl:1][C:2]1[CH:7]=[C:6]([CH3:8])[CH:5]=[C:4]([CH3:9])[C:3]=1[N:10]1[CH2:15][CH2:14][CH2:13][C:12]2=[C:16]([C:20](O)([CH2:24][CH2:25][CH3:26])[CH2:21][CH2:22][CH3:23])[N:17]([CH3:19])[N:18]=[C:11]12.O.C1(C)C=CC(S(O)(=O)=O)=CC=1. Product: [Cl:1][C:2]1[CH:7]=[C:6]([CH3:8])[CH:5]=[C:4]([CH3:9])[C:3]=1[N:10]1[CH2:15][CH2:14][CH2:13][C:12]2=[C:16]([C:20]([CH2:24][CH2:25][CH3:26])=[CH:21][CH2:22][CH3:23])[N:17]([CH3:19])[N:18]=[C:11]12. The catalyst class is: 11. (2) Reactant: C(=O)(O)[O-].[Na+].[CH2:6]([NH:13][CH2:14][CH2:15][C:16]1[CH:31]=[CH:30][C:19]([O:20][C:21]2[CH:29]=[CH:28][C:24]([C:25]([NH2:27])=[O:26])=[CH:23][N:22]=2)=[CH:18][CH:17]=1)[C:7]1[CH:12]=[CH:11][CH:10]=[CH:9][CH:8]=1.Br[CH2:33][CH2:34][C:35]1[CH:40]=[CH:39][CH:38]=[CH:37][CH:36]=1.CN(C=O)C. Product: [CH2:6]([N:13]([CH2:33][CH2:34][C:35]1[CH:40]=[CH:39][CH:38]=[CH:37][CH:36]=1)[CH2:14][CH2:15][C:16]1[CH:31]=[CH:30][C:19]([O:20][C:21]2[CH:29]=[CH:28][C:24]([C:25]([NH2:27])=[O:26])=[CH:23][N:22]=2)=[CH:18][CH:17]=1)[C:7]1[CH:8]=[CH:9][CH:10]=[CH:11][CH:12]=1. The catalyst class is: 6. (3) Reactant: [S:1]1[CH:3]([C:4]([CH2:12][CH2:13][CH2:14][CH2:15][CH3:16])=[CH:5][CH2:6][CH2:7][CH2:8][CH2:9][CH2:10][CH3:11])[CH2:2]1. Product: [CH2:6]([CH:5]1[C:4]([CH2:12][CH2:13][CH2:14][CH2:15][CH3:16])=[CH:3][CH2:2][S:1]1)[CH2:7][CH2:8][CH2:9][CH2:10][CH3:11]. The catalyst class is: 48. (4) Reactant: [C:1]([O:5][C:6]([NH:8][C@@H:9]([CH2:13][F:14])[C:10]([OH:12])=O)=[O:7])([CH3:4])([CH3:3])[CH3:2].C(N1CCOCC1)C.[B-](F)(F)(F)F.CCOC(C(C#N)=NOC(N(C)C)=[N+](C)C)=O.[CH2:45]([O:49][C:50]([N:52]1[CH2:57][CH2:56][NH:55][CH2:54][CH2:53]1)=[O:51])[CH2:46][CH2:47][CH3:48]. Product: [CH2:45]([O:49][C:50]([N:52]1[CH2:57][CH2:56][N:55]([C:10](=[O:12])[C@@H:9]([NH:8][C:6]([O:5][C:1]([CH3:2])([CH3:3])[CH3:4])=[O:7])[CH2:13][F:14])[CH2:54][CH2:53]1)=[O:51])[CH2:46][CH2:47][CH3:48]. The catalyst class is: 13. (5) Reactant: [O:1]1[C:5]2([CH2:10][CH2:9][C:8](=[C:11]([NH:16]C(OCC3C=CC=CC=3)=O)[C:12]([O:14][CH3:15])=[O:13])[CH2:7][CH2:6]2)[O:4][CH2:3][CH2:2]1. Product: [NH2:16][CH:11]([CH:8]1[CH2:7][CH2:6][C:5]2([O:1][CH2:2][CH2:3][O:4]2)[CH2:10][CH2:9]1)[C:12]([O:14][CH3:15])=[O:13]. The catalyst class is: 381. (6) Reactant: C(=[N:14][C:15]1[CH:20]=[CH:19][CH:18]=[C:17]([C:21]([CH3:29])([N:23]2[CH2:28][CH2:27][O:26][CH2:25][CH2:24]2)[CH3:22])[CH:16]=1)(C1C=CC=CC=1)C1C=CC=CC=1.C([O-])(=O)C.[Na+].Cl.NO. Product: [CH3:29][C:21]([C:17]1[CH:16]=[C:15]([NH2:14])[CH:20]=[CH:19][CH:18]=1)([N:23]1[CH2:28][CH2:27][O:26][CH2:25][CH2:24]1)[CH3:22]. The catalyst class is: 5.